Dataset: Full USPTO retrosynthesis dataset with 1.9M reactions from patents (1976-2016). Task: Predict the reactants needed to synthesize the given product. (1) Given the product [Cl:44][C:39]1[CH:40]=[CH:41][CH:42]=[CH:43][C:38]=1[N:37]1[C:26]([C:27]2[CH:32]=[CH:31][C:30]([S:33]([CH3:36])(=[O:34])=[O:35])=[CH:29][CH:28]=2)=[N:25][N:24]=[C:6]1/[CH:7]=[CH:8]/[C:3]1[O:10][C:9]([C:7]2[CH:6]=[CH:5][N:4]=[C:3]([O:2][CH3:1])[CH:8]=2)=[N:11][N:4]=1, predict the reactants needed to synthesize it. The reactants are: [CH3:1][O:2][C:3]1[CH:8]=[C:7]([C:9]([NH:11]C(=O)/C=C\C(O)=O)=[O:10])[CH:6]=[CH:5][N:4]=1.O=P(Cl)(Cl)Cl.[NH2:24][NH:25][C:26](=[N:37][C:38]1[CH:43]=[CH:42][CH:41]=[CH:40][C:39]=1[Cl:44])[C:27]1[CH:32]=[CH:31][C:30]([S:33]([CH3:36])(=[O:35])=[O:34])=[CH:29][CH:28]=1. (2) The reactants are: [Cl:1][C:2]1[CH:7]=[CH:6][C:5]([C@H:8]2[N:15]3[C:11]([S:12][C:13]([C:19]([N:21]4[CH2:28][CH2:27][CH2:26][C@H:22]4[C:23](O)=[O:24])=[O:20])=[C:14]3[CH:16]([CH3:18])[CH3:17])=[N:10][C@:9]2([C:30]2[CH:35]=[CH:34][C:33]([Cl:36])=[CH:32][CH:31]=2)[CH3:29])=[CH:4][CH:3]=1.[NH:37]1[CH2:42][CH2:41][NH:40][CH2:39][C:38]1=[O:43]. Given the product [Cl:1][C:2]1[CH:3]=[CH:4][C:5]([C@H:8]2[N:15]3[C:11]([S:12][C:13]([C:19]([N:21]4[CH2:28][CH2:27][CH2:26][C@H:22]4[C:23]([N:40]4[CH2:41][CH2:42][NH:37][C:38](=[O:43])[CH2:39]4)=[O:24])=[O:20])=[C:14]3[CH:16]([CH3:18])[CH3:17])=[N:10][C@:9]2([C:30]2[CH:35]=[CH:34][C:33]([Cl:36])=[CH:32][CH:31]=2)[CH3:29])=[CH:6][CH:7]=1, predict the reactants needed to synthesize it.